The task is: Predict the reactants needed to synthesize the given product.. This data is from Full USPTO retrosynthesis dataset with 1.9M reactions from patents (1976-2016). (1) Given the product [CH2:1]([O:8][CH2:9][CH:10]([NH:15][CH3:14])[C:12]#[N:13])[C:2]1[CH:7]=[CH:6][CH:5]=[CH:4][CH:3]=1, predict the reactants needed to synthesize it. The reactants are: [CH2:1]([O:8][CH2:9][CH:10]=O)[C:2]1[CH:7]=[CH:6][CH:5]=[CH:4][CH:3]=1.[CH3:12][NH2:13].[C-:14]#[N:15].[Na+]. (2) Given the product [CH2:16]([O:18][C:19]1[CH:20]=[C:21]2[C:22](=[CH:23][C:24]=1[O:25][CH3:26])[C:34]([C:35]1[CH:49]=[CH:48][C:38]([C:39]([N:41]([CH:45]([CH3:47])[CH3:46])[CH:42]([CH3:44])[CH3:43])=[O:40])=[CH:37][CH:36]=1)=[N:33][C@H:32]1[C@@H:27]2[CH2:28][O:29][CH2:30][CH2:31]1)[CH3:17], predict the reactants needed to synthesize it. The reactants are: FC(F)(F)S(OS(C(F)(F)F)(=O)=O)(=O)=O.[CH2:16]([O:18][C:19]1[CH:20]=[C:21]([C@@H:27]2[C@H:32]([NH:33][C:34](=O)[C:35]3[CH:49]=[CH:48][C:38]([C:39]([N:41]([CH:45]([CH3:47])[CH3:46])[CH:42]([CH3:44])[CH3:43])=[O:40])=[CH:37][CH:36]=3)[CH2:31][CH2:30][O:29][CH2:28]2)[CH:22]=[CH:23][C:24]=1[O:25][CH3:26])[CH3:17].CO.C(N(CC)CC)C.